This data is from Full USPTO retrosynthesis dataset with 1.9M reactions from patents (1976-2016). The task is: Predict the reactants needed to synthesize the given product. (1) The reactants are: [CH3:1][O:2][C:3](=[O:17])[C:4]([CH:11]1[CH2:16][CH2:15][CH2:14][CH2:13][CH2:12]1)([C:6]1[O:7][CH:8]=[CH:9][CH:10]=1)[OH:5].O[C@@H:19]1[CH:24]2C[CH2:26][N:21]([CH2:22][CH2:23]2)[CH2:20]1. Given the product [N:21]12[CH2:22][CH2:23][CH:24]([CH2:19][CH2:20]1)[C@@H:1]([O:2][C:3](=[O:17])[C:4]([CH:11]1[CH2:16][CH2:15][CH2:14][CH2:13][CH2:12]1)([C:6]1[O:7][CH:8]=[CH:9][CH:10]=1)[OH:5])[CH2:26]2, predict the reactants needed to synthesize it. (2) Given the product [Br:40][CH2:32][C:25]1[CH:26]=[C:27]([CH:30]=[CH:31][C:24]=1[S:21]([CH2:19][CH3:20])(=[O:23])=[O:22])[C:28]#[N:29], predict the reactants needed to synthesize it. The reactants are: C(OOC(=O)C1C=CC=CC=1)(=O)C1C=CC=CC=1.[CH2:19]([S:21]([C:24]1[CH:31]=[CH:30][C:27]([C:28]#[N:29])=[CH:26][C:25]=1[CH3:32])(=[O:23])=[O:22])[CH3:20].C1C(=O)N([Br:40])C(=O)C1. (3) Given the product [OH:1][C:2]1[C:7]([O:8][CH2:9][CH2:10][O:11][CH2:12][CH2:13][O:14][CH2:15][CH2:16][O:17][CH3:18])=[CH:6][CH:5]=[CH:4][C:3]=1[C:19]1[S:20][CH2:21][C@:22]([CH3:27])([C:24]([O:26][CH:29]([CH3:31])[CH3:30])=[O:25])[N:23]=1, predict the reactants needed to synthesize it. The reactants are: [OH:1][C:2]1[C:7]([O:8][CH2:9][CH2:10][O:11][CH2:12][CH2:13][O:14][CH2:15][CH2:16][O:17][CH3:18])=[CH:6][CH:5]=[CH:4][C:3]=1[C:19]1[S:20][CH2:21][C@:22]([CH3:27])([C:24]([OH:26])=[O:25])[N:23]=1.I[CH:29]([CH3:31])[CH3:30].C(N(CC)C(C)C)(C)C. (4) The reactants are: [OH:1][C@@H:2]1[C@@H:7]([C:8]2[CH:13]=[CH:12][C:11]([O:14][CH3:15])=[CH:10][CH:9]=2)[C@H:6]([O:16][Si:17]([CH:24]([CH3:26])[CH3:25])([CH:21]([CH3:23])[CH3:22])[CH:18]([CH3:20])[CH3:19])[CH2:5][N:4]([C:27]([O:29][CH2:30][C:31]2[CH:36]=[CH:35][CH:34]=[CH:33][CH:32]=2)=[O:28])[CH2:3]1.Cl[CH2:38][C:39]1[CH:40]=[CH:41][C:42]2[O:47][CH2:46][C:45](=[O:48])[N:44]([CH2:49][CH2:50][CH2:51][O:52][CH3:53])[C:43]=2[CH:54]=1. Given the product [CH3:15][O:14][C:11]1[CH:10]=[CH:9][C:8]([C@H:7]2[C@H:6]([O:16][Si:17]([CH:18]([CH3:19])[CH3:20])([CH:21]([CH3:23])[CH3:22])[CH:24]([CH3:26])[CH3:25])[CH2:5][N:4]([C:27]([O:29][CH2:30][C:31]3[CH:32]=[CH:33][CH:34]=[CH:35][CH:36]=3)=[O:28])[CH2:3][C@@H:2]2[O:1][CH2:38][C:39]2[CH:40]=[CH:41][C:42]3[O:47][CH2:46][C:45](=[O:48])[N:44]([CH2:49][CH2:50][CH2:51][O:52][CH3:53])[C:43]=3[CH:54]=2)=[CH:13][CH:12]=1, predict the reactants needed to synthesize it. (5) Given the product [Cl:20][C:6]1[CH:5]=[N:4][CH:3]=[C:2]([Cl:1])[C:7]=1[S:8][C:9]1[S:13][C:12]([C:14]([NH:30][C:29]2[CH:28]=[CH:27][C:26]([O:25][CH2:24][CH2:23][N:22]([CH3:33])[CH3:21])=[CH:32][CH:31]=2)=[O:16])=[CH:11][C:10]=1[N+:17]([O-:19])=[O:18], predict the reactants needed to synthesize it. The reactants are: [Cl:1][C:2]1[CH:3]=[N:4][CH:5]=[C:6]([Cl:20])[C:7]=1[S:8][C:9]1[S:13][C:12]([C:14]([OH:16])=O)=[CH:11][C:10]=1[N+:17]([O-:19])=[O:18].[CH3:21][N:22]([CH3:33])[CH2:23][CH2:24][O:25][C:26]1[CH:32]=[CH:31][C:29]([NH2:30])=[CH:28][CH:27]=1. (6) Given the product [C:1]([O:5][C:6](=[O:19])[NH:7][C:8]1[CH:13]=[C:12]([N:21]([CH3:22])[CH3:20])[C:11]([CH3:15])=[CH:10][C:9]=1[N+:16]([O-:18])=[O:17])([CH3:4])([CH3:3])[CH3:2], predict the reactants needed to synthesize it. The reactants are: [C:1]([O:5][C:6](=[O:19])[NH:7][C:8]1[CH:13]=[C:12](Cl)[C:11]([CH3:15])=[CH:10][C:9]=1[N+:16]([O-:18])=[O:17])([CH3:4])([CH3:3])[CH3:2].[CH3:20][NH:21][CH3:22].